This data is from Reaction yield outcomes from USPTO patents with 853,638 reactions. The task is: Predict the reaction yield, written as a fraction of the theoretical maximum amount of product (1.0 means a 100% yield; for example, 0.34 means a 34% yield). The reactants are C[O:2][C:3]([C:5]1[C:32]([Cl:33])=[CH:31][C:8]2[NH:9][CH2:10][CH:11]([C:13]([N:15]3[CH2:20][CH2:19][C:18]([C:29]#[N:30])([CH2:21][C:22]4[CH:27]=[CH:26][C:25]([F:28])=[CH:24][CH:23]=4)[CH2:17][CH2:16]3)=[O:14])[O:12][C:7]=2[CH:6]=1)=O.[CH3:34][NH2:35]. The catalyst is C1COCC1. The product is [CH3:34][NH:35][C:3]([C:5]1[C:32]([Cl:33])=[CH:31][C:8]2[NH:9][CH2:10][CH:11]([C:13]([N:15]3[CH2:16][CH2:17][C:18]([C:29]#[N:30])([CH2:21][C:22]4[CH:23]=[CH:24][C:25]([F:28])=[CH:26][CH:27]=4)[CH2:19][CH2:20]3)=[O:14])[O:12][C:7]=2[CH:6]=1)=[O:2]. The yield is 0.456.